Dataset: HIV replication inhibition screening data with 41,000+ compounds from the AIDS Antiviral Screen. Task: Binary Classification. Given a drug SMILES string, predict its activity (active/inactive) in a high-throughput screening assay against a specified biological target. (1) The result is 0 (inactive). The compound is Cc1n[nH]c(=O)n1N=Cc1ccccc1. (2) The drug is CC(C)C(Cl)=NOC(=O)Nc1ccc(F)cc1. The result is 0 (inactive). (3) The compound is Cc1cnc2c(c1)CCCC2C(N)=S. The result is 0 (inactive). (4) The compound is O=C(O)CC1OCC=C2CN3CCC45C6=CC(=O)C(=O)C([N+](=O)[O-])=C6NC4C1C2CC35. The result is 0 (inactive). (5) The molecule is CCOC(=O)C(C)NC(=O)C(C)NC(=O)C(C)NC(=O)C(C)NC(=O)C(C)NC(=O)OCc1ccccc1. The result is 0 (inactive). (6) The compound is COC(=O)c1ccccc1C1CN=NC12Cc1c(ccc(C)c1C)C2=O. The result is 0 (inactive).